From a dataset of Forward reaction prediction with 1.9M reactions from USPTO patents (1976-2016). Predict the product of the given reaction. Given the reactants CN(C(ON1N=NC2C=CC=NC1=2)=[N+](C)C)C.F[P-](F)(F)(F)(F)F.[Cl:25][C:26]1[N:30]2[CH:31]=[C:32]([C:39]3[O:40][CH:41]=[CH:42][CH:43]=3)[CH:33]=[C:34]([C:35]([F:38])([F:37])[F:36])[C:29]2=[N:28][C:27]=1[C:44](O)=[O:45].[CH3:47][N:48]([CH3:60])[CH2:49][CH2:50][O:51][C:52]1[CH:59]=[CH:58][C:55]([CH2:56][NH2:57])=[CH:54][CH:53]=1, predict the reaction product. The product is: [CH3:47][N:48]([CH3:60])[CH2:49][CH2:50][O:51][C:52]1[CH:59]=[CH:58][C:55]([CH2:56][NH:57][C:44]([C:27]2[N:28]=[C:29]3[C:34]([C:35]([F:38])([F:37])[F:36])=[CH:33][C:32]([C:39]4[O:40][CH:41]=[CH:42][CH:43]=4)=[CH:31][N:30]3[C:26]=2[Cl:25])=[O:45])=[CH:54][CH:53]=1.